From a dataset of Reaction yield outcomes from USPTO patents with 853,638 reactions. Predict the reaction yield, written as a fraction of the theoretical maximum amount of product (1.0 means a 100% yield; for example, 0.34 means a 34% yield). (1) The reactants are [CH3:1][O:2][C:3](=[O:16])[C:4]1[CH:12]=[C:11]([N+:13]([O-:15])=[O:14])[CH:10]=[C:6]([C:7](O)=[O:8])[CH:5]=1.C(Cl)(C(Cl)=O)=O.[NH3:23]. The catalyst is C(Cl)Cl.CN(C=O)C. The product is [CH3:1][O:2][C:3](=[O:16])[C:4]1[CH:12]=[C:11]([N+:13]([O-:15])=[O:14])[CH:10]=[C:6]([C:7]([NH2:23])=[O:8])[CH:5]=1. The yield is 0.900. (2) The reactants are [CH2:1]([O:3][C:4](=[O:35])[CH:5]=[C:6]([N:13]1[C:21]2[C:16](=[CH:17][C:18]([CH2:22][CH2:23][CH2:24][C:25]3[CH:34]=[CH:33][C:32]4[C:27](=[N:28][CH:29]=[CH:30][CH:31]=4)[N:26]=3)=[CH:19][CH:20]=2)[CH:15]=[CH:14]1)[C:7]1[CH:12]=[CH:11][CH:10]=[CH:9][CH:8]=1)[CH3:2]. The catalyst is CO.[Pd]. The product is [CH2:1]([O:3][C:4](=[O:35])[CH2:5][CH:6]([C:7]1[CH:12]=[CH:11][CH:10]=[CH:9][CH:8]=1)[N:13]1[C:21]2[C:16](=[CH:17][C:18]([CH2:22][CH2:23][CH2:24][C:25]3[CH:34]=[CH:33][C:32]4[CH2:31][CH2:30][CH2:29][NH:28][C:27]=4[N:26]=3)=[CH:19][CH:20]=2)[CH:15]=[CH:14]1)[CH3:2]. The yield is 0.660. (3) The reactants are C([N:3]([CH2:6][CH3:7])[CH2:4][CH3:5])C.[N:8]1(C([N:8]2[CH:12]=[CH:11]N=[CH:9]2)=S)[CH:12]=[CH:11]N=[CH:9]1. The catalyst is C1COCC1. The product is [CH2:12]1[C:11]2[CH:5]=[CH:4][N:3]=[CH:6][C:7]=2[CH2:9][NH:8]1. The yield is 0.770. (4) The reactants are P(Cl)(Cl)(Cl)=O.CN(C)[CH:8]=[O:9].[CH3:11][C:12]1[CH:13]=[C:14]([C:23]([O:25][CH3:26])=[O:24])[N:15]([CH2:18][C@H:19]2[CH2:21][C@@H:20]2[CH3:22])[C:16]=1[CH3:17].C(=O)([O-])O.[Na+]. The catalyst is C1(C)C=CC=CC=1.O. The product is [CH:8]([C:13]1[C:12]([CH3:11])=[C:16]([CH3:17])[N:15]([CH2:18][C@H:19]2[CH2:21][C@@H:20]2[CH3:22])[C:14]=1[C:23]([O:25][CH3:26])=[O:24])=[O:9]. The yield is 0.782. (5) The reactants are Br[C:2]1[CH:10]=[CH:9][CH:8]=[C:7]2[C:3]=1[CH:4]=[N:5][N:6]2[CH:11]1[CH2:16][CH2:15][CH2:14][CH2:13][O:12]1.[B:17]1([B:17]2[O:21][C:20]([CH3:23])([CH3:22])[C:19]([CH3:25])([CH3:24])[O:18]2)[O:21][C:20]([CH3:23])([CH3:22])[C:19]([CH3:25])([CH3:24])[O:18]1.P([O-])([O-])([O-])=O.[K+].[K+].[K+].C1(P(C2C=CC=CC=2)C2C=CC=CC=2)C=CC=CC=1. The yield is 0.740. The product is [O:12]1[CH2:13][CH2:14][CH2:15][CH2:16][CH:11]1[N:6]1[C:7]2[C:3](=[C:2]([B:17]3[O:21][C:20]([CH3:23])([CH3:22])[C:19]([CH3:25])([CH3:24])[O:18]3)[CH:10]=[CH:9][CH:8]=2)[CH:4]=[N:5]1. The catalyst is COCCOC.C([O-])(=O)C.[Pd+2].C([O-])(=O)C.